From a dataset of Peptide-MHC class II binding affinity with 134,281 pairs from IEDB. Regression. Given a peptide amino acid sequence and an MHC pseudo amino acid sequence, predict their binding affinity value. This is MHC class II binding data. (1) The peptide sequence is EITGIMKDFDEPGHL. The MHC is DRB1_0802 with pseudo-sequence DRB1_0802. The binding affinity (normalized) is 0.329. (2) The MHC is DRB1_0301 with pseudo-sequence DRB1_0301. The binding affinity (normalized) is 0.430. The peptide sequence is ILQLLKDFLELLRYL.